This data is from Reaction yield outcomes from USPTO patents with 853,638 reactions. The task is: Predict the reaction yield, written as a fraction of the theoretical maximum amount of product (1.0 means a 100% yield; for example, 0.34 means a 34% yield). (1) The yield is 0.430. The reactants are CO[C:3]1[CH:12]=[C:11]2[C:6]([CH:7](CCCCCCCCCSCCCC(F)(F)C(F)(F)F)[C:8](C)([C:13]3[CH:18]=[CH:17][N:16]=[CH:15][CH:14]=3)[CH2:9][O:10]2)=[CH:5][CH:4]=1.B(Br)(Br)Br.C([O-])(O)=O.[Na+]. The catalyst is C(Cl)Cl. The product is [N:16]1[CH:17]=[CH:18][C:13]([CH:8]2[CH2:7][C:6]3[C:11](=[CH:12][CH:3]=[CH:4][CH:5]=3)[O:10][CH2:9]2)=[CH:14][CH:15]=1. (2) The reactants are Br[CH:2]([CH3:11])[C:3]([C:5]1[N:10]=[CH:9][CH:8]=[CH:7][N:6]=1)=[O:4].C([O-])=[O:13].[Na+]. The catalyst is CO. The product is [OH:13][CH:2]([CH3:11])[C:3]([C:5]1[N:10]=[CH:9][CH:8]=[CH:7][N:6]=1)=[O:4]. The yield is 0.760. (3) The product is [N:1]1([S:5]([C:8]2[C:9]([OH:18])=[C:10]([CH:11]=[CH:12][C:13]=2[Cl:14])[NH2:15])(=[O:7])=[O:6])[CH2:4][CH2:3][CH2:2]1. The reactants are [N:1]1([S:5]([C:8]2[C:13]([Cl:14])=[CH:12][CH:11]=[C:10]([N+:15]([O-])=O)[C:9]=2[OH:18])(=[O:7])=[O:6])[CH2:4][CH2:3][CH2:2]1.[H][H]. The yield is 1.00. The catalyst is [Pd]. (4) The reactants are [CH3:1][C@H:2]1[C:10]2[C:9]([N:11]3[CH2:16][CH2:15][N:14]([C:17]([O:19][C:20]([CH3:23])([CH3:22])[CH3:21])=[O:18])[CH2:13][CH2:12]3)=[N:8][CH:7]=[N:6][C:5]=2[C:4](=[O:24])[CH2:3]1.C[Li].[CH2:27](OCC)C. The catalyst is C1COCC1. The product is [OH:24][C:4]1([CH3:27])[C:5]2[N:6]=[CH:7][N:8]=[C:9]([N:11]3[CH2:16][CH2:15][N:14]([C:17]([O:19][C:20]([CH3:23])([CH3:22])[CH3:21])=[O:18])[CH2:13][CH2:12]3)[C:10]=2[C@H:2]([CH3:1])[CH2:3]1. The yield is 0.690. (5) The product is [S:1]1[C:5]([C:9](=[O:17])[CH2:10][CH2:11][CH2:12][CH2:13][CH2:14][CH2:15][CH3:16])=[CH:4][C:3]2[S:6][CH:7]=[CH:8][C:2]1=2. The yield is 0.720. The catalyst is C(Cl)Cl. The reactants are [S:1]1[CH:5]=[CH:4][C:3]2[S:6][CH:7]=[CH:8][C:2]1=2.[C:9](Cl)(=[O:17])[CH2:10][CH2:11][CH2:12][CH2:13][CH2:14][CH2:15][CH3:16].[Al+3].[Cl-].[Cl-].[Cl-]. (6) The yield is 0.636. No catalyst specified. The reactants are [OH:1][C@H:2]1[CH2:7][CH2:6][C@H:5]([NH:8][C:9]2[N:14]=[C:13]([NH:15][C:16]3[S:17][C:18]4[CH:24]=[C:23]([CH2:25][C:26](OCC)=[O:27])[CH:22]=[CH:21][C:19]=4[N:20]=3)[CH:12]=[C:11]([CH2:31]C3C=CC=CC=3)[N:10]=2)[CH2:4][CH2:3]1.[NH3:38].CO. The product is [OH:1][C@H:2]1[CH2:3][CH2:4][C@H:5]([NH:8][C:9]2[N:14]=[C:13]([NH:15][C:16]3[S:17][C:21]4[CH:22]=[C:23]([CH2:25][C:26]([NH2:38])=[O:27])[CH:24]=[CH:18][C:19]=4[N:20]=3)[CH:12]=[C:11]([CH2:31][C:2]3[CH:7]=[CH:6][CH:5]=[CH:4][CH:3]=3)[N:10]=2)[CH2:6][CH2:7]1. (7) The yield is 0.943. The product is [CH3:9][S:6]([N:5]([C:10]1[CH:11]=[CH:12][C:13]([Cl:16])=[CH:14][CH:15]=1)[C@@H:4]([C:3]([OH:18])=[O:2])[CH3:17])(=[O:7])=[O:8]. The catalyst is O.CO. The reactants are C[O:2][C:3](=[O:18])[C@@H:4]([CH3:17])[N:5]([C:10]1[CH:15]=[CH:14][C:13]([Cl:16])=[CH:12][CH:11]=1)[S:6]([CH3:9])(=[O:8])=[O:7].[Li+].[OH-]. (8) The product is [Br:18][C:19]1[C:20]([NH:26][C:4]2[CH:3]=[C:2]([Cl:1])[CH:16]=[CH:15][C:5]=2[O:6][CH2:7][CH:8]2[CH2:13][CH2:12][N:11]([CH3:14])[CH2:10][CH2:9]2)=[N:21][CH:22]=[C:23]([CH3:25])[CH:24]=1. The yield is 0.800. The reactants are [Cl:1][C:2]1[CH:16]=[CH:15][C:5]([O:6][CH2:7][CH:8]2[CH2:13][CH2:12][N:11]([CH3:14])[CH2:10][CH2:9]2)=[C:4](I)[CH:3]=1.[Br:18][C:19]1[C:20]([NH2:26])=[N:21][CH:22]=[C:23]([CH3:25])[CH:24]=1. The catalyst is CCOC(C)=O.C1C=CC(/C=C/C(/C=C/C2C=CC=CC=2)=O)=CC=1.C1C=CC(/C=C/C(/C=C/C2C=CC=CC=2)=O)=CC=1.C1C=CC(/C=C/C(/C=C/C2C=CC=CC=2)=O)=CC=1.[Pd].[Pd].CC1(C)C2C(=C(P(C3C=CC=CC=3)C3C=CC=CC=3)C=CC=2)OC2C(P(C3C=CC=CC=3)C3C=CC=CC=3)=CC=CC1=2. (9) The reactants are [OH:1][C:2]1[CH:3]=[C:4]2[C:9](=[CH:10][CH:11]=1)[O:8][C:7](=[O:12])[CH:6]=[CH:5]2.C(N(CC)C(C)C)(C)C.[CH3:22][O:23][CH2:24]Cl. The catalyst is C(#N)C. The product is [CH3:22][O:23][CH2:24][O:1][C:2]1[CH:3]=[C:4]2[C:9](=[CH:10][CH:11]=1)[O:8][C:7](=[O:12])[CH:6]=[CH:5]2. The yield is 0.500. (10) The reactants are [CH3:1][O:2][C:3](=[O:28])[C:4]([S:19]([C:22]1[CH:27]=[CH:26][CH:25]=[CH:24][CH:23]=1)(=[O:21])=[O:20])([CH:6]1[CH2:18][C:9]2[NH:10][C:11]3[CH:12]=[CH:13][C:14]([Cl:17])=[CH:15][C:16]=3[C:8]=2[CH2:7]1)[CH3:5].C(N(CC)CC)C.[O:36](C(OC(C)(C)C)=O)[C:37]([O:39][C:40]([CH3:43])([CH3:42])[CH3:41])=O. The catalyst is CN(C1C=CN=CC=1)C. The product is [C:40]([O:39][C:37]([N:10]1[C:11]2[CH:12]=[CH:13][C:14]([Cl:17])=[CH:15][C:16]=2[C:8]2[CH2:7][CH:6]([C:4]([S:19]([C:22]3[CH:23]=[CH:24][CH:25]=[CH:26][CH:27]=3)(=[O:21])=[O:20])([C:3]([O:2][CH3:1])=[O:28])[CH3:5])[CH2:18][C:9]1=2)=[O:36])([CH3:43])([CH3:42])[CH3:41]. The yield is 0.940.